Dataset: NCI-60 drug combinations with 297,098 pairs across 59 cell lines. Task: Regression. Given two drug SMILES strings and cell line genomic features, predict the synergy score measuring deviation from expected non-interaction effect. (1) Drug 1: CC1=C(C=C(C=C1)NC(=O)C2=CC=C(C=C2)CN3CCN(CC3)C)NC4=NC=CC(=N4)C5=CN=CC=C5. Drug 2: CC1C(C(CC(O1)OC2CC(CC3=C2C(=C4C(=C3O)C(=O)C5=C(C4=O)C(=CC=C5)OC)O)(C(=O)CO)O)N)O.Cl. Cell line: NCI/ADR-RES. Synergy scores: CSS=5.52, Synergy_ZIP=-0.484, Synergy_Bliss=0.0542, Synergy_Loewe=-4.23, Synergy_HSA=-1.11. (2) Drug 1: CC(C1=C(C=CC(=C1Cl)F)Cl)OC2=C(N=CC(=C2)C3=CN(N=C3)C4CCNCC4)N. Drug 2: CC1CCCC2(C(O2)CC(NC(=O)CC(C(C(=O)C(C1O)C)(C)C)O)C(=CC3=CSC(=N3)C)C)C. Cell line: A498. Synergy scores: CSS=13.4, Synergy_ZIP=0.643, Synergy_Bliss=3.46, Synergy_Loewe=0.936, Synergy_HSA=2.93. (3) Drug 1: C1=CC(=CC=C1CCCC(=O)O)N(CCCl)CCCl. Drug 2: CC1CCC2CC(C(=CC=CC=CC(CC(C(=O)C(C(C(=CC(C(=O)CC(OC(=O)C3CCCCN3C(=O)C(=O)C1(O2)O)C(C)CC4CCC(C(C4)OC)OCCO)C)C)O)OC)C)C)C)OC. Cell line: DU-145. Synergy scores: CSS=49.9, Synergy_ZIP=0.486, Synergy_Bliss=-1.95, Synergy_Loewe=-1.03, Synergy_HSA=0.330. (4) Drug 1: COC1=C2C(=CC3=C1OC=C3)C=CC(=O)O2. Drug 2: C1CN(P(=O)(OC1)NCCCl)CCCl. Cell line: HOP-92. Synergy scores: CSS=-7.67, Synergy_ZIP=2.39, Synergy_Bliss=-2.76, Synergy_Loewe=-11.5, Synergy_HSA=-9.09. (5) Drug 1: CC1=CC2C(CCC3(C2CCC3(C(=O)C)OC(=O)C)C)C4(C1=CC(=O)CC4)C. Drug 2: CS(=O)(=O)CCNCC1=CC=C(O1)C2=CC3=C(C=C2)N=CN=C3NC4=CC(=C(C=C4)OCC5=CC(=CC=C5)F)Cl. Cell line: HOP-92. Synergy scores: CSS=-7.86, Synergy_ZIP=3.44, Synergy_Bliss=-4.11, Synergy_Loewe=-15.7, Synergy_HSA=-12.6. (6) Drug 1: COC1=C2C(=CC3=C1OC=C3)C=CC(=O)O2. Drug 2: C1CN(P(=O)(OC1)NCCCl)CCCl. Cell line: EKVX. Synergy scores: CSS=-6.61, Synergy_ZIP=3.02, Synergy_Bliss=0.861, Synergy_Loewe=-5.21, Synergy_HSA=-5.15. (7) Drug 1: C1CN1C2=NC(=NC(=N2)N3CC3)N4CC4. Drug 2: CN(CC1=CN=C2C(=N1)C(=NC(=N2)N)N)C3=CC=C(C=C3)C(=O)NC(CCC(=O)O)C(=O)O. Cell line: KM12. Synergy scores: CSS=33.1, Synergy_ZIP=-11.1, Synergy_Bliss=-9.11, Synergy_Loewe=-29.2, Synergy_HSA=-5.94. (8) Drug 1: C1=C(C(=O)NC(=O)N1)N(CCCl)CCCl. Drug 2: C1CN1P(=S)(N2CC2)N3CC3. Cell line: A498. Synergy scores: CSS=19.5, Synergy_ZIP=-6.53, Synergy_Bliss=0.00934, Synergy_Loewe=-2.81, Synergy_HSA=1.14. (9) Drug 1: COC1=NC(=NC2=C1N=CN2C3C(C(C(O3)CO)O)O)N. Drug 2: CCN(CC)CCCC(C)NC1=C2C=C(C=CC2=NC3=C1C=CC(=C3)Cl)OC. Cell line: HCT-15. Synergy scores: CSS=16.3, Synergy_ZIP=-6.39, Synergy_Bliss=-2.29, Synergy_Loewe=-30.2, Synergy_HSA=-8.81. (10) Drug 1: CC1=C(C(CCC1)(C)C)C=CC(=CC=CC(=CC(=O)O)C)C. Synergy scores: CSS=29.6, Synergy_ZIP=-5.87, Synergy_Bliss=0.175, Synergy_Loewe=2.46, Synergy_HSA=3.57. Cell line: A549. Drug 2: CS(=O)(=O)OCCCCOS(=O)(=O)C.